From a dataset of Forward reaction prediction with 1.9M reactions from USPTO patents (1976-2016). Predict the product of the given reaction. (1) The product is: [C:1]([O:5][C:6]([NH:8][CH2:9][C:10]1[CH:15]=[CH:14][C:13]([NH:16]/[C:17](=[C:26]2\[C:27](=[O:38])[NH:28][C:29]3[C:34]\2=[CH:33][C:32]([N+:35]([O-:37])=[O:36])=[CH:31][CH:30]=3)/[C:18]2[CH:23]=[CH:22][C:21]([CH2:24][NH:25][C:39](=[O:41])[CH3:40])=[CH:20][CH:19]=2)=[CH:12][CH:11]=1)=[O:7])([CH3:4])([CH3:2])[CH3:3]. Given the reactants [C:1]([O:5][C:6]([NH:8][CH2:9][C:10]1[CH:15]=[CH:14][C:13]([NH:16]/[C:17](=[C:26]2\[C:27](=[O:38])[NH:28][C:29]3[C:34]\2=[CH:33][C:32]([N+:35]([O-:37])=[O:36])=[CH:31][CH:30]=3)/[C:18]2[CH:23]=[CH:22][C:21]([CH2:24][NH2:25])=[CH:20][CH:19]=2)=[CH:12][CH:11]=1)=[O:7])([CH3:4])([CH3:3])[CH3:2].[C:39](OC(=O)C)(=[O:41])[CH3:40], predict the reaction product. (2) Given the reactants [CH3:1][O:2][C:3](=[O:27])/[CH:4]=[CH:5]/[C:6]1[CH:7]=[C:8]2[C:23](=[CH:24][CH:25]=1)[O:22][C:11]1([CH2:14][N:13]([C:15]([O:17]C(C)(C)C)=O)[CH2:12]1)[CH2:10][C:9]2=[O:26].C(Cl)(=O)[C:29]1[CH:34]=[CH:33][CH:32]=[CH:31][CH:30]=1.CCN(C(C)C)C(C)C, predict the reaction product. The product is: [CH3:1][O:2][C:3](=[O:27])/[CH:4]=[CH:5]/[C:6]1[CH:7]=[C:8]2[C:23](=[CH:24][CH:25]=1)[O:22][C:11]1([CH2:14][N:13]([C:15](=[O:17])[C:29]3[CH:34]=[CH:33][CH:32]=[CH:31][CH:30]=3)[CH2:12]1)[CH2:10][C:9]2=[O:26]. (3) Given the reactants [NH2:1][C:2]1[N:6]=[CH:5][NH:4][N:3]=1.[O:7]=[C:8](CC1C=CC=CC=1)[CH:9]([CH2:13][CH2:14][CH2:15][CH2:16][CH2:17][CH2:18][CH2:19][CH3:20])C([O-])=O.[C:28]1([CH3:38])[CH:33]=[CH:32][C:31](S(O)(=O)=O)=[CH:30][CH:29]=1, predict the reaction product. The product is: [OH:7][C:8]1[N:3]2[N:4]=[CH:5][N:6]=[C:2]2[N:1]=[C:38]([C:28]2[CH:33]=[CH:32][CH:31]=[CH:30][CH:29]=2)[C:9]=1[CH2:13][CH2:14][CH2:15][CH2:16][CH2:17][CH2:18][CH2:19][CH3:20]. (4) Given the reactants [Cl:1][C:2]1[CH:7]=[CH:6][C:5]([NH:8][C:9]2[N:14]=[C:13]([NH:15][CH3:16])[C:12]([NH2:17])=[CH:11][N:10]=2)=[CH:4][CH:3]=1.[CH:18](O)=[O:19], predict the reaction product. The product is: [Cl:1][C:2]1[CH:3]=[CH:4][C:5]([NH:8][C:9]2[N:14]=[C:13]([NH:15][CH3:16])[C:12]([NH:17][CH:18]=[O:19])=[CH:11][N:10]=2)=[CH:6][CH:7]=1. (5) Given the reactants [C:1]([O:4][CH2:5][C:6]1[CH:7]=[C:8]([F:25])[C:9]([CH:13](O)[C:14]2[CH:19]=[CH:18][C:17]([O:20][CH2:21][CH2:22][CH3:23])=[CH:16][CH:15]=2)=[C:10]([OH:12])[CH:11]=1)(=[O:3])[CH3:2].C([SiH](CC)CC)C.C(=O)([O-])O.[Na+].C(OCC)(=O)C, predict the reaction product. The product is: [C:1]([O:4][CH2:5][C:6]1[CH:7]=[C:8]([F:25])[C:9]([CH2:13][C:14]2[CH:19]=[CH:18][C:17]([O:20][CH2:21][CH2:22][CH3:23])=[CH:16][CH:15]=2)=[C:10]([OH:12])[CH:11]=1)(=[O:3])[CH3:2]. (6) Given the reactants [C:1]1(Br)[C:10]([F:11])=[C:8]([F:9])[C:6]([F:7])=[C:4]([F:5])[C:2]=1[F:3].C([Li:17])CCC, predict the reaction product. The product is: [C:1]1([Li:17])[C:10]([F:11])=[C:8]([F:9])[C:6]([F:7])=[C:4]([F:5])[C:2]=1[F:3]. (7) Given the reactants I[CH2:2][CH2:3][CH2:4][CH3:5].O[C:7]1[CH:8]=[C:9]([CH:12]=[CH:13][C:14]=1[I:15])[CH:10]=[O:11].C(=O)([O-])[O-:17].[K+].[K+], predict the reaction product. The product is: [CH3:2][CH2:3][CH:4]([O:11][C:10](=[O:17])[C:9]1[CH:12]=[CH:13][C:14]([I:15])=[CH:7][CH:8]=1)[CH3:5].